From a dataset of Forward reaction prediction with 1.9M reactions from USPTO patents (1976-2016). Predict the product of the given reaction. (1) Given the reactants [Cl:1][C:2]1[CH:7]=[C:6](Cl)[CH:5]=[C:4]([Cl:9])[N:3]=1.Cl.[CH:11]1([C:14]2([F:18])[CH2:17][NH:16][CH2:15]2)[CH2:13][CH2:12]1.CCN(C(C)C)C(C)C, predict the reaction product. The product is: [Cl:1][C:2]1[CH:7]=[C:6]([N:16]2[CH2:17][C:14]([CH:11]3[CH2:13][CH2:12]3)([F:18])[CH2:15]2)[CH:5]=[C:4]([Cl:9])[N:3]=1. (2) The product is: [BrH:19].[NH2:20][C:10]1[CH:11]=[N:12][N:13]([CH2:14][CH:15]([OH:18])[CH2:16][OH:17])[C:9]=1[NH2:8]. Given the reactants C([NH:8][C:9]1[N:13]([CH2:14][CH:15]([OH:18])[CH2:16][OH:17])[N:12]=[C:11]([Br:19])[C:10]=1[N+:20]([O-])=O)C1C=CC=CC=1.[OH-].[Na+].Br, predict the reaction product. (3) Given the reactants [N:1]1[CH:6]=[CH:5][N:4]=[CH:3][C:2]=1[CH:7](O)[CH2:8][CH3:9].[N:11](C([C@H]1CCCO1)CC)=[N+:12]=[N-:13], predict the reaction product. The product is: [N:11]([CH:7]([C:2]1[CH:3]=[N:4][CH:5]=[CH:6][N:1]=1)[CH2:8][CH3:9])=[N+:12]=[N-:13]. (4) Given the reactants [NH2:1][CH:2]1[CH2:5][N:4]([C:6]([C:8]2[CH:9]=[C:10]([CH:23]=[CH:24][C:25]=2[F:26])[CH2:11][C:12]2[C:21]3[C:16](=[CH:17][CH:18]=[CH:19][CH:20]=3)[C:15](=[O:22])[NH:14][N:13]=2)=[O:7])[CH2:3]1.C[Si]([C:31]#[N:32])(C)C, predict the reaction product. The product is: [F:26][C:25]1[CH:24]=[CH:23][C:10]([CH2:11][C:12]2[C:21]3[C:16](=[CH:17][CH:18]=[CH:19][CH:20]=3)[C:15](=[O:22])[NH:14][N:13]=2)=[CH:9][C:8]=1[C:6]([N:4]1[CH2:3][CH:2]([NH:1][CH:6]([CH:8]([CH3:9])[CH3:25])[C:31]#[N:32])[CH2:5]1)=[O:7]. (5) The product is: [NH:22]([C:43]([O:45][C:46]([CH3:49])([CH3:48])[CH3:47])=[O:44])[C@H:23]([C:33]([NH:1][C@H:2]([C:12]([OH:14])=[O:13])[CH2:3][S:4][CH2:5][C:6]1[CH:7]=[CH:8][CH:9]=[CH:10][CH:11]=1)=[O:34])[CH2:24][CH2:25][C:26](=[O:32])[O:27][C:28]([CH3:31])([CH3:29])[CH3:30]. Given the reactants [NH2:1][C@H:2]([C:12]([OH:14])=[O:13])[CH2:3][S:4][CH2:5][C:6]1[CH:11]=[CH:10][CH:9]=[CH:8][CH:7]=1.O.N1C=CC=CC=1.[NH:22]([C:43]([O:45][C:46]([CH3:49])([CH3:48])[CH3:47])=[O:44])[C@H:23]([C:33](ON1C(=O)CCC1=O)=[O:34])[CH2:24][CH2:25][C:26](=[O:32])[O:27][C:28]([CH3:31])([CH3:30])[CH3:29], predict the reaction product. (6) Given the reactants [OH:1][C:2]1[C:11]2[C:6](=[N:7][CH:8]=[CH:9][CH:10]=2)[N:5]([C:12]2[CH:17]=[CH:16][CH:15]=[CH:14][CH:13]=2)[C:4](=[O:18])[CH:3]=1.[H-].[Na+].[H][H].[O:23]1[CH2:28][CH2:27][CH:26]([CH2:29][C:30](Cl)=[O:31])[CH2:25][CH2:24]1.C(=O)([O-])O.[Na+], predict the reaction product. The product is: [C:12]1([N:5]2[C:6]3[C:11](=[CH:10][CH:9]=[CH:8][N:7]=3)[C:2]([O:1][C:30](=[O:31])[CH2:29][CH:26]3[CH2:27][CH2:28][O:23][CH2:24][CH2:25]3)=[CH:3][C:4]2=[O:18])[CH:13]=[CH:14][CH:15]=[CH:16][CH:17]=1. (7) Given the reactants [NH2:1][C@H:2]1[C:11]2[C:6](=[CH:7][CH:8]=[CH:9][CH:10]=2)[N:5]([C:12](=[O:14])[CH3:13])[C@@H:4]([CH3:15])[C@@H:3]1[CH3:16].CN(C1C(C2C(P(C3CCCCC3)C3CCCCC3)=CC=CC=2)=CC=CC=1)C.CC(C)([O-])C.[Na+].Br[C:52]1[CH:57]=[CH:56][C:55]([O:58][CH3:59])=[CH:54][CH:53]=1, predict the reaction product. The product is: [CH3:59][O:58][C:55]1[CH:56]=[CH:57][C:52]([NH:1][C@H:2]2[C:11]3[C:6](=[CH:7][CH:8]=[CH:9][CH:10]=3)[N:5]([C:12](=[O:14])[CH3:13])[C@@H:4]([CH3:15])[C@@H:3]2[CH3:16])=[CH:53][CH:54]=1.